Dataset: Peptide-MHC class I binding affinity with 185,985 pairs from IEDB/IMGT. Task: Regression. Given a peptide amino acid sequence and an MHC pseudo amino acid sequence, predict their binding affinity value. This is MHC class I binding data. (1) The peptide sequence is ISARALKAY. The MHC is HLA-A11:01 with pseudo-sequence HLA-A11:01. The binding affinity (normalized) is 0.463. (2) The peptide sequence is GEGSGARLL. The MHC is HLA-A30:01 with pseudo-sequence HLA-A30:01. The binding affinity (normalized) is 0.0847.